From a dataset of Forward reaction prediction with 1.9M reactions from USPTO patents (1976-2016). Predict the product of the given reaction. (1) Given the reactants [C:1]([C:3]1[C:4]([S:23][CH2:24][C:25]2[CH:26]=[C:27]([C:31](O)=[O:32])[CH:28]=[CH:29][CH:30]=2)=[N:5][C:6]([NH:17][CH2:18][C@@H:19]([OH:22])[CH2:20][OH:21])=[C:7]([C:15]#[N:16])[C:8]=1[C:9]1[CH:14]=[CH:13][CH:12]=[CH:11][CH:10]=1)#[N:2].C(Cl)CCl.C1C=CC2N(O)N=[N:44]C=2C=1.[Cl-].[NH4+].C(N(CC)C(C)C)(C)C, predict the reaction product. The product is: [C:1]([C:3]1[C:4]([S:23][CH2:24][C:25]2[CH:26]=[C:27]([C:31]([NH2:44])=[O:32])[CH:28]=[CH:29][CH:30]=2)=[N:5][C:6]([NH:17][CH2:18][C@@H:19]([OH:22])[CH2:20][OH:21])=[C:7]([C:15]#[N:16])[C:8]=1[C:9]1[CH:14]=[CH:13][CH:12]=[CH:11][CH:10]=1)#[N:2]. (2) Given the reactants [NH2:1][C:2]1[CH:6]=[C:5]([C:7]2[CH:12]=[CH:11][N:10]=[CH:9][CH:8]=2)[S:4][C:3]=1[C:13]([NH2:15])=[O:14].[C:16]1(=O)[CH2:22][CH2:21][CH2:20][CH2:19][CH2:18][CH2:17]1.O.C1(C)C=CC(S(O)(=O)=O)=CC=1.C(=O)([O-])O.[Na+], predict the reaction product. The product is: [N:10]1[CH:9]=[CH:8][C:7]([C:5]2[S:4][C:3]3[C:13](=[O:14])[NH:15][C:16]4([CH2:22][CH2:21][CH2:20][CH2:19][CH2:18][CH2:17]4)[NH:1][C:2]=3[CH:6]=2)=[CH:12][CH:11]=1. (3) Given the reactants [CH3:1][C:2]1[CH:11]=[CH:10][C:5]([C:6]([NH:8][NH2:9])=[O:7])=[CH:4][C:3]=1[C:12]1[CH:20]=[C:19]2[C:15]([C:16]3([CH2:25][CH2:24][CH2:23][CH2:22]3)[C:17](=[O:21])[NH:18]2)=[CH:14][CH:13]=1.[CH3:26]OC(OC)OC.O, predict the reaction product. The product is: [CH3:1][C:2]1[CH:11]=[CH:10][C:5]([C:6]2[O:7][CH:26]=[N:9][N:8]=2)=[CH:4][C:3]=1[C:12]1[CH:20]=[C:19]2[C:15]([C:16]3([CH2:25][CH2:24][CH2:23][CH2:22]3)[C:17](=[O:21])[NH:18]2)=[CH:14][CH:13]=1. (4) The product is: [CH3:1][S:2]([C:5]1[N:10]=[CH:9][C:8]([O:11][C:12]2[CH:13]=[C:14]3[C:18](=[C:19]([O:21][CH:22]4[CH2:27][CH2:26][O:25][CH2:24][CH2:23]4)[CH:20]=2)[NH:17][C:16]([C:28]2[S:29][CH:30]([CH2:33][C:34]([NH:63][CH2:62][C:61]([F:65])([F:64])[F:60])=[O:35])[CH2:31][N:32]=2)=[CH:15]3)=[CH:7][CH:6]=1)(=[O:4])=[O:3]. Given the reactants [CH3:1][S:2]([C:5]1[N:10]=[CH:9][C:8]([O:11][C:12]2[CH:13]=[C:14]3[C:18](=[C:19]([O:21][CH:22]4[CH2:27][CH2:26][O:25][CH2:24][CH2:23]4)[CH:20]=2)[NH:17][C:16]([C:28]2[S:29][CH:30]([CH2:33][C:34](O)=[O:35])[CH2:31][N:32]=2)=[CH:15]3)=[CH:7][CH:6]=1)(=[O:4])=[O:3].O.ON1C2C=CC=CC=2N=N1.Cl.C(N=C=NCCCN(C)C)C.[F:60][C:61]([F:65])([F:64])[CH2:62][NH2:63], predict the reaction product. (5) Given the reactants Cl.O.[OH:3][C:4]12[C:15]3[C:10](=[C:11]([N+:16]([O-])=O)[CH:12]=[CH:13][CH:14]=3)[C:9](=[O:19])[C:8]1([NH:20][C:21]([C:23]1[C:32]3[C:27](=[CH:28][CH:29]=[CH:30][CH:31]=3)[N:26]=[CH:25][CH:24]=1)=[O:22])[C:7]1[CH:33]=[CH:34][C:35]([CH:37]([CH3:39])[CH3:38])=[CH:36][C:6]=1[O:5]2, predict the reaction product. The product is: [NH2:16][C:11]1[CH:12]=[CH:13][CH:14]=[C:15]2[C:10]=1[C:9](=[O:19])[C:8]1([NH:20][C:21]([C:23]3[C:32]4[C:27](=[CH:28][CH:29]=[CH:30][CH:31]=4)[N:26]=[CH:25][CH:24]=3)=[O:22])[C:7]3[CH:33]=[CH:34][C:35]([CH:37]([CH3:39])[CH3:38])=[CH:36][C:6]=3[O:5][C:4]12[OH:3]. (6) Given the reactants [CH2:1]([NH:3][C:4]1[N:9]=[C:8]([C:10]2[O:14][N:13]=[C:12]([C:15]3[CH:26]=[C:25]([CH3:27])[C:18]([O:19][CH2:20][CH:21]([OH:24])[CH2:22][OH:23])=[C:17]([CH3:28])[CH:16]=3)[N:11]=2)[CH:7]=[C:6]([CH3:29])[N:5]=1)[CH3:2].[CH:30](C1N=C(C(O)=O)C(N)=C(C)N=1)(C)C, predict the reaction product. The product is: [CH:1]([NH:3][C:4]1[N:9]=[C:8]([C:10]2[O:14][N:13]=[C:12]([C:15]3[CH:26]=[C:25]([CH3:27])[C:18]([O:19][CH2:20][CH:21]([OH:24])[CH2:22][OH:23])=[C:17]([CH3:28])[CH:16]=3)[N:11]=2)[CH:7]=[C:6]([CH3:29])[N:5]=1)([CH3:30])[CH3:2]. (7) Given the reactants [NH2:1][C:2]1[O:6][CH:5]([C:7]2[CH:12]=[CH:11][CH:10]=[C:9]([CH2:13][C:14]([OH:16])=[O:15])[CH:8]=2)[C:4](=[O:17])[C:3]=1[OH:18].C(N(CC)CC)C.[C:26]1([CH2:32][S:33](Cl)(=[O:35])=[O:34])[CH:31]=[CH:30][CH:29]=[CH:28][CH:27]=1.[Cl-].[NH4+], predict the reaction product. The product is: [C:14]([CH2:13][C:9]1[CH:8]=[C:7]([CH:5]2[C:4](=[O:17])[C:3]([O:18][S:33]([CH2:32][C:26]3[CH:31]=[CH:30][CH:29]=[CH:28][CH:27]=3)(=[O:35])=[O:34])=[C:2]([NH2:1])[O:6]2)[CH:12]=[CH:11][CH:10]=1)([OH:16])=[O:15]. (8) Given the reactants [Cl:1][C:2]1[N:7]=[CH:6][C:5]([CH2:8][N:9]2[CH2:14][CH2:13][N:12]([CH:15]([CH3:17])[CH3:16])[CH2:11][CH2:10]2)=[CH:4][CH:3]=1.[CH3:18][N:19]([CH3:32])[S:20]([C:23]1[CH:28]=[CH:27][C:26](B(O)O)=[CH:25][CH:24]=1)(=[O:22])=[O:21], predict the reaction product. The product is: [ClH:1].[ClH:1].[ClH:1].[CH:15]([N:12]1[CH2:13][CH2:14][N:9]([CH2:8][C:5]2[CH:4]=[CH:3][C:2]([C:26]3[CH:25]=[CH:24][C:23]([S:20]([N:19]([CH3:32])[CH3:18])(=[O:21])=[O:22])=[CH:28][CH:27]=3)=[N:7][CH:6]=2)[CH2:10][CH2:11]1)([CH3:17])[CH3:16]. (9) Given the reactants [C:1]([CH2:3][C:4]([N:6]1[CH2:11][CH2:10][CH2:9][CH:8]([N:12]2[C:16]3[CH:17]=[CH:18][CH:19]=[CH:20][C:15]=3[N:14]=[C:13]2[NH:21][C:22](=[O:29])[C:23]2[CH:28]=[CH:27][CH:26]=[N:25][CH:24]=2)[CH2:7]1)=[O:5])#[N:2].C(O)(=O)C.N1CCCCC1.[CH:40](=O)[CH:41]([CH3:43])[CH3:42].C(Cl)Cl.CO, predict the reaction product. The product is: [C:1]([C:3](=[CH:40][CH:41]([CH3:43])[CH3:42])[C:4]([N:6]1[CH2:11][CH2:10][CH2:9][CH:8]([N:12]2[C:16]3[CH:17]=[CH:18][CH:19]=[CH:20][C:15]=3[N:14]=[C:13]2[NH:21][C:22](=[O:29])[C:23]2[CH:28]=[CH:27][CH:26]=[N:25][CH:24]=2)[CH2:7]1)=[O:5])#[N:2]. (10) Given the reactants C(OC([NH:11][C:12]1([CH2:18][OH:19])[CH2:17][CH2:16][CH2:15][CH2:14][CH2:13]1)=O)C1C=CC=CC=1, predict the reaction product. The product is: [NH2:11][C:12]1([CH2:18][OH:19])[CH2:17][CH2:16][CH2:15][CH2:14][CH2:13]1.